From a dataset of Forward reaction prediction with 1.9M reactions from USPTO patents (1976-2016). Predict the product of the given reaction. (1) Given the reactants ClC1N=C(Cl)N=C(Cl)N=1.O[N:11]=[C:12]1[C:35]2[C:30](=[CH:31][CH:32]=[CH:33][CH:34]=2)[C:14]2([CH2:19][CH2:18][N:17]([C:20]([O:22][CH2:23][C:24]3[CH:29]=[CH:28][CH:27]=[CH:26][CH:25]=3)=[O:21])[CH2:16][CH2:15]2)[CH2:13]1.[OH2:36], predict the reaction product. The product is: [O:36]=[C:12]1[CH2:13][C:14]2([CH2:15][CH2:16][N:17]([C:20]([O:22][CH2:23][C:24]3[CH:29]=[CH:28][CH:27]=[CH:26][CH:25]=3)=[O:21])[CH2:18][CH2:19]2)[C:30]2[C:31](=[CH:32][CH:33]=[CH:34][CH:35]=2)[NH:11]1. (2) Given the reactants C(O[BH-](OC(=O)C)OC(=O)C)(=O)C.[Na+].[C:15]([C:17]1[CH:22]=[CH:21][CH:20]=[CH:19][C:18]=1[C:23]1[C:24](=[O:42])[N:25]([C:36]2[CH:41]=[CH:40][CH:39]=[CH:38][CH:37]=2)[CH:26]=[C:27]([C:29]2[CH:33]=[CH:32][S:31][C:30]=2[CH:34]=[O:35])[CH:28]=1)#[N:16].C(=O)([O-])[O-].[Na+].[Na+], predict the reaction product. The product is: [C:15]([C:17]1[CH:22]=[CH:21][CH:20]=[CH:19][C:18]=1[C:23]1[C:24](=[O:42])[N:25]([C:36]2[CH:41]=[CH:40][CH:39]=[CH:38][CH:37]=2)[CH:26]=[C:27]([C:29]2[CH:33]=[CH:32][S:31][C:30]=2[CH2:34][OH:35])[CH:28]=1)#[N:16].